Dataset: Reaction yield outcomes from USPTO patents with 853,638 reactions. Task: Predict the reaction yield, written as a fraction of the theoretical maximum amount of product (1.0 means a 100% yield; for example, 0.34 means a 34% yield). (1) The reactants are CO[C:3]([C:5]1[N:6]=[C:7]2[CH:16]=[CH:15][C:14]([Br:17])=[CH:13][N:8]2[C:9](=[O:12])[C:10]=1[OH:11])=[O:4].[F:18][C:19]1[CH:26]=[CH:25][C:22]([CH2:23][NH2:24])=[CH:21][CH:20]=1. The catalyst is CO. The product is [F:18][C:19]1[CH:26]=[CH:25][C:22]([CH2:23][NH:24][C:3]([C:5]2[N:6]=[C:7]3[CH:16]=[CH:15][C:14]([Br:17])=[CH:13][N:8]3[C:9](=[O:12])[C:10]=2[OH:11])=[O:4])=[CH:21][CH:20]=1. The yield is 0.920. (2) The reactants are [Br:1][C:2]1[C:7]([CH3:8])=[CH:6][C:5]([O:9][CH3:10])=[CH:4][C:3]=1[CH2:11][OH:12].[H-].[Na+].Br[CH2:16][C:17]([O:19][C:20]([CH3:23])([CH3:22])[CH3:21])=[O:18]. The catalyst is CN(C=O)C.O. The product is [C:20]([O:19][C:17](=[O:18])[CH2:16][O:12][CH2:11][C:3]1[CH:4]=[C:5]([O:9][CH3:10])[CH:6]=[C:7]([CH3:8])[C:2]=1[Br:1])([CH3:23])([CH3:22])[CH3:21]. The yield is 0.980. (3) The yield is 0.760. The reactants are [C:1]([O:7][C@H:8]([CH3:25])[CH2:9][NH:10][C:11]([C@@H:13]([CH2:22][CH:23]=[CH2:24])[CH2:14][C:15]([O:17]C(C)(C)C)=O)=[O:12])(=[O:6])[CH2:2][CH2:3]C=C.C[C@@H]1CNC(=O)[C@H](CC(OC(C)(C)C)=O)CC=CCCC(=O)O1.FC(F)(F)C(O)=O.C[C@@H]1CNC(=O)[C@H](CC(O)=O)CC=CCCC(=O)O1.[Cl:75][C:76]1[CH:81]=[CH:80][C:79]([CH2:82][NH2:83])=[CH:78][CH:77]=1. The catalyst is C(Cl)Cl.CO.C(Cl)Cl. The product is [Cl:75][C:76]1[CH:81]=[CH:80][C:79]([CH2:82][NH:83][C:15](=[O:17])[CH2:14][C@@H:13]2[CH2:22][CH:23]=[CH:24][CH2:3][CH2:2][C:1](=[O:6])[O:7][C@H:8]([CH3:25])[CH2:9][NH:10][C:11]2=[O:12])=[CH:78][CH:77]=1.